This data is from Reaction yield outcomes from USPTO patents with 853,638 reactions. The task is: Predict the reaction yield, written as a fraction of the theoretical maximum amount of product (1.0 means a 100% yield; for example, 0.34 means a 34% yield). (1) The yield is 0.700. The reactants are [Cl:1][C:2]1[CH:3]=[C:4]([CH:12]([CH2:16][CH:17]2[CH2:22][CH2:21][O:20][CH2:19][CH2:18]2)[C:13](O)=[O:14])[CH:5]=[CH:6][C:7]=1[S:8]([CH3:11])(=[O:10])=[O:9].C(Cl)(=O)C(Cl)=O.[NH2:29][C:30]1[CH:35]=[N:34][C:33]([Br:36])=[CH:32][N:31]=1.N1C=CC=CC=1. The product is [Br:36][C:33]1[N:34]=[CH:35][C:30]([NH:29][C:13](=[O:14])[CH:12]([C:4]2[CH:5]=[CH:6][C:7]([S:8]([CH3:11])(=[O:10])=[O:9])=[C:2]([Cl:1])[CH:3]=2)[CH2:16][CH:17]2[CH2:22][CH2:21][O:20][CH2:19][CH2:18]2)=[N:31][CH:32]=1. The catalyst is C(Cl)Cl.CN(C)C=O.O1CCCC1.O. (2) The reactants are [CH2:1]([C:5]1[CH:10]=[CH:9][C:8]([C:11]2[O:15][N:14]=[C:13]3[C:16]4[C:21]([CH2:22][CH2:23][C:12]=23)=[CH:20][C:19]([CH:24]=C)=[CH:18][CH:17]=4)=[CH:7][C:6]=1[C:26]([F:29])([F:28])[F:27])[CH:2]([CH3:4])[CH3:3].C[N+]1([O-])CC[O:34]CC1.I([O-])(=O)(=O)=O.[Na+]. The catalyst is C1COCC1.O.[Os](=O)(=O)(=O)=O. The product is [CH2:1]([C:5]1[CH:10]=[CH:9][C:8]([C:11]2[O:15][N:14]=[C:13]3[C:16]4[C:21]([CH2:22][CH2:23][C:12]=23)=[CH:20][C:19]([CH:24]=[O:34])=[CH:18][CH:17]=4)=[CH:7][C:6]=1[C:26]([F:29])([F:28])[F:27])[CH:2]([CH3:4])[CH3:3]. The yield is 1.00. (3) The reactants are [Al+3].[Cl-].[Cl-].[Cl-].[CH3:5][C:6]1[S:10][C:9]2[C:11](=[O:15])[CH:12]([CH3:14])[CH2:13][C:8]=2[CH:7]=1.[Br:16]Br. The catalyst is C(Cl)(Cl)Cl. The product is [Br:16][C:7]1[C:8]2[CH2:13][CH:12]([CH3:14])[C:11](=[O:15])[C:9]=2[S:10][C:6]=1[CH3:5]. The yield is 0.920. (4) The reactants are CC1C(C([O:9][C:10]2[CH:18]=[C:17]3[N:12]([CH2:13][C:14]4([C:31]5[CH:36]=[CH:35][C:34]([O:37][CH3:38])=[CH:33][CH:32]=5)[N:22]([C:23]([C:25]5[C:26]([CH3:30])=[N:27][O:28][CH:29]=5)=[O:24])[CH2:21][CH2:20][N:15]4[C:16]3=[O:19])[N:11]=2)=O)=CON=1.[OH-].[Li+]. The catalyst is C1COCC1.CO. The product is [CH3:38][O:37][C:34]1[CH:33]=[CH:32][C:31]([C:14]23[N:22]([C:23]([C:25]4[C:26]([CH3:30])=[N:27][O:28][CH:29]=4)=[O:24])[CH2:21][CH2:20][N:15]2[C:16](=[O:19])[C:17]2[N:12]([NH:11][C:10](=[O:9])[CH:18]=2)[CH2:13]3)=[CH:36][CH:35]=1. The yield is 0.380. (5) The reactants are [CH3:1][C:2]1[C:6]2[C:7](=[O:19])[N:8]([CH2:11][CH2:12][N:13]3[CH2:18][CH2:17][CH2:16][CH2:15][CH2:14]3)[CH2:9][CH2:10][C:5]=2[NH:4][C:3]=1[CH:20]=O.[F:22][C:23]1[CH:24]=[C:25]2[C:29](=[CH:30][C:31]=1[NH:32][C:33](=[O:37])[CH2:34][O:35]C)[NH:28][C:27](=[O:38])[CH2:26]2. No catalyst specified. The product is [F:22][C:23]1[CH:24]=[C:25]2[C:29](=[CH:30][C:31]=1[NH:32][C:33](=[O:37])[CH2:34][OH:35])[NH:28][C:27](=[O:38])[C:26]2=[CH:20][C:3]1[NH:4][C:5]2[CH2:10][CH2:9][N:8]([CH2:11][CH2:12][N:13]3[CH2:14][CH2:15][CH2:16][CH2:17][CH2:18]3)[C:7](=[O:19])[C:6]=2[C:2]=1[CH3:1]. The yield is 0.527. (6) The reactants are [CH3:1][CH:2]([C:12]1[CH:34]=[CH:33][C:15]([CH2:16][O:17][CH2:18][CH2:19][O:20][CH2:21][CH2:22][O:23][CH2:24][CH2:25][O:26]C2CCCCO2)=[CH:14][CH:13]=1)[CH2:3][CH2:4][CH2:5][CH2:6][CH2:7][CH2:8][CH2:9][CH2:10][CH3:11].CC1C=CC(S(O)(=O)=O)=CC=1.O. The catalyst is CO. The product is [CH3:1][CH:2]([C:12]1[CH:13]=[CH:14][C:15]([CH2:16][O:17][CH2:18][CH2:19][O:20][CH2:21][CH2:22][O:23][CH2:24][CH2:25][OH:26])=[CH:33][CH:34]=1)[CH2:3][CH2:4][CH2:5][CH2:6][CH2:7][CH2:8][CH2:9][CH2:10][CH3:11]. The yield is 0.810. (7) The reactants are [CH:1]([C:3]1[CH:4]=[C:5]([CH:10]=[CH:11][CH:12]=1)[C:6]([NH:8][CH3:9])=[O:7])=O.C1(P(C2C=CC=CC=2)(C2C=CC=CC=2)=[CH:20][C:21]([O:23][CH3:24])=[O:22])C=CC=CC=1. The catalyst is ClCCl. The product is [CH3:9][NH:8][C:6]([C:5]1[CH:4]=[C:3](/[CH:1]=[CH:20]/[C:21]([O:23][CH3:24])=[O:22])[CH:12]=[CH:11][CH:10]=1)=[O:7]. The yield is 0.970. (8) The reactants are [Br:1][C:2]1[CH:3]=[C:4]([CH:11]=[O:12])[C:5]2[O:9][CH2:8][CH2:7][C:6]=2[CH:10]=1.[CH3:13][C@H:14]([NH:23][CH3:24])[C@@H:15](O)[C:16]1[CH:21]=[CH:20][CH:19]=[CH:18][CH:17]=1. The catalyst is C1C=CC=CC=1. The product is [Br:1][C:2]1[CH:3]=[C:4]([CH:11]2[N:23]([CH3:24])[C@@H:14]([CH3:13])[C@H:15]([C:16]3[CH:21]=[CH:20][CH:19]=[CH:18][CH:17]=3)[O:12]2)[C:5]2[O:9][CH2:8][CH2:7][C:6]=2[CH:10]=1. The yield is 0.790. (9) The reactants are [CH3:1][C:2]1[CH:7]=[CH:6][CH:5]=[C:4]([CH3:8])[C:3]=1[C:9]1[N:13]2[C:14]3[CH:15]=[CH:16][CH:17]=[CH:18][C:19]=3[C:20]3[CH:21]=[CH:22][C:23]([OH:26])=[CH:24][C:25]=3[C:12]2=[N:11][CH:10]=1.Br[C:28]1[CH:40]=[CH:39][C:38]2[C:37]3[C:32](=[CH:33][CH:34]=[CH:35][CH:36]=3)[N:31]([C:41]3[CH:46]=[CH:45][CH:44]=[CH:43][N:42]=3)[C:30]=2[CH:29]=1.N1C=CC=CC=1C(O)=O.O.P([O-])([O-])([O-])=O.[K+].[K+].[K+]. The catalyst is [Cu]I.CS(C)=O. The product is [CH3:1][C:2]1[CH:7]=[CH:6][CH:5]=[C:4]([CH3:8])[C:3]=1[C:9]1[N:13]2[C:14]3[CH:15]=[CH:16][CH:17]=[CH:18][C:19]=3[C:20]3[CH:21]=[CH:22][C:23]([O:26][C:28]4[CH:40]=[CH:39][C:38]5[C:37]6[C:32](=[CH:33][CH:34]=[CH:35][CH:36]=6)[N:31]([C:41]6[CH:46]=[CH:45][CH:44]=[CH:43][N:42]=6)[C:30]=5[CH:29]=4)=[CH:24][C:25]=3[C:12]2=[N:11][CH:10]=1. The yield is 0.610. (10) The reactants are [C:1]([O:5][C:6](=[O:17])[N:7]([C:9]1[CH:10]=[N:11][C:12](Cl)=[CH:13][C:14]=1[I:15])[CH3:8])([CH3:4])([CH3:3])[CH3:2].[OH:18][CH2:19][C@@H:20]1[CH2:24][C@@H:23]([OH:25])[CH2:22][NH:21]1. The product is [C:1]([O:5][C:6](=[O:17])[N:7]([C:9]1[CH:10]=[N:11][C:12]([N:21]2[CH2:22][C@H:23]([OH:25])[CH2:24][C@H:20]2[CH2:19][OH:18])=[CH:13][C:14]=1[I:15])[CH3:8])([CH3:4])([CH3:3])[CH3:2]. The catalyst is CS(C)=O. The yield is 0.480.